Dataset: Full USPTO retrosynthesis dataset with 1.9M reactions from patents (1976-2016). Task: Predict the reactants needed to synthesize the given product. The reactants are: Cl[C:2]1[N:7]=[CH:6][N:5]=[C:4]([C:8]2[CH:9]=[CH:10][C:11]([O:16][CH:17]3[CH2:22][CH2:21][O:20][CH2:19][CH2:18]3)=[C:12]([CH:15]=2)[C:13]#[N:14])[N:3]=1.[CH3:23][O:24][C:25]1[CH:30]=[CH:29][CH:28]=[C:27]([NH2:31])[CH:26]=1.C(N(CC)C(C)C)(C)C. Given the product [CH3:23][O:24][C:25]1[CH:26]=[C:27]([NH:31][C:2]2[N:7]=[CH:6][N:5]=[C:4]([C:8]3[CH:9]=[CH:10][C:11]([O:16][CH:17]4[CH2:22][CH2:21][O:20][CH2:19][CH2:18]4)=[C:12]([CH:15]=3)[C:13]#[N:14])[N:3]=2)[CH:28]=[CH:29][CH:30]=1, predict the reactants needed to synthesize it.